This data is from Catalyst prediction with 721,799 reactions and 888 catalyst types from USPTO. The task is: Predict which catalyst facilitates the given reaction. (1) Reactant: [CH:1]([O:4][C:5]1[CH:11]=[CH:10][C:8]([NH2:9])=[CH:7][CH:6]=1)([CH3:3])[CH3:2].Cl[C:13]([O:15][C:16]1[CH:21]=[CH:20][C:19]([N+:22]([O-:24])=[O:23])=[CH:18][CH:17]=1)=[O:14]. Product: [N+:22]([C:19]1[CH:18]=[CH:17][C:16]([O:15][C:13](=[O:14])[NH:9][C:8]2[CH:10]=[CH:11][C:5]([O:4][CH:1]([CH3:3])[CH3:2])=[CH:6][CH:7]=2)=[CH:21][CH:20]=1)([O-:24])=[O:23]. The catalyst class is: 202. (2) Reactant: [CH3:1][N:2]1[C:14]2[C:13]3[N:12]=[C:11]([NH:15][C:16]4[CH:21]=[CH:20][CH:19]=[CH:18][N:17]=4)[N:10]=[CH:9][C:8]=3[CH2:7][CH2:6][C:5]=2[C:4]([C:22]([O:24]CC)=O)=[N:3]1.[OH-].[NH4+:28]. Product: [CH3:1][N:2]1[C:14]2[C:13]3[N:12]=[C:11]([NH:15][C:16]4[CH:21]=[CH:20][CH:19]=[CH:18][N:17]=4)[N:10]=[CH:9][C:8]=3[CH2:7][CH2:6][C:5]=2[C:4]([C:22]([NH2:28])=[O:24])=[N:3]1. The catalyst class is: 5. (3) Reactant: [OH:1][C:2]1[CH:7]=[CH:6][C:5]([N:8]2[C:13](=[O:14])[C:12]([CH2:15][C:16]3[CH:21]=[CH:20][C:19]([C:22]4[C:23]([C:28]#[N:29])=[CH:24][CH:25]=[CH:26][CH:27]=4)=[CH:18][CH:17]=3)=[C:11]([CH2:30][CH2:31][CH3:32])[N:10]=[C:9]2[CH3:33])=[CH:4][CH:3]=1.[CH:34]12[O:40][CH:35]1[CH2:36][CH2:37][CH2:38][CH2:39]2.C(=O)([O-])[O-].[Cs+].[Cs+].C(OCC)(=O)C. Product: [OH:40][C@H:35]1[CH2:36][CH2:37][CH2:38][CH2:39][C@@H:34]1[O:1][C:2]1[CH:3]=[CH:4][C:5]([N:8]2[C:13](=[O:14])[C:12]([CH2:15][C:16]3[CH:21]=[CH:20][C:19]([C:22]4[C:23]([C:28]#[N:29])=[CH:24][CH:25]=[CH:26][CH:27]=4)=[CH:18][CH:17]=3)=[C:11]([CH2:30][CH2:31][CH3:32])[N:10]=[C:9]2[CH3:33])=[CH:6][CH:7]=1. The catalyst class is: 35. (4) Reactant: C([O:5][C:6](=[O:17])[NH:7][C:8]1[S:9][CH:10]=[C:11]([C:13]([OH:16])([CH3:15])[CH3:14])[N:12]=1)(C)(C)C.FC(F)(F)C(O)=O. Product: [OH:16][C:13]([C:11]1[N:12]=[C:8]([NH:7][C:6](=[O:5])[OH:17])[S:9][CH:10]=1)([CH3:14])[CH3:15]. The catalyst class is: 4. (5) Reactant: [OH:1][CH:2]1[CH2:7][CH2:6][NH:5][CH2:4][CH2:3]1.[C:8]1(=O)[CH2:11][CH2:10][CH2:9]1.C(O)(=O)C.C(O[BH-](OC(=O)C)OC(=O)C)(=O)C.[Na+]. Product: [CH:8]1([N:5]2[CH2:6][CH2:7][CH:2]([OH:1])[CH2:3][CH2:4]2)[CH2:11][CH2:10][CH2:9]1. The catalyst class is: 7. (6) Reactant: [Br:1][C:2]1[C:11]2[C:10]([CH3:13])([CH3:12])[CH2:9][CH:8]=[C:7]([C:14]([CH3:17])([CH3:16])[CH3:15])[C:6]=2[CH:5]=[C:4]([C:18](=O)[CH3:19])[C:3]=1[O:21][CH:22]([CH3:24])[CH3:23].[CH3:25][CH2:26][O:27][C:28]([CH:30](P(OCC)(OCC)=O)[F:31])=[O:29].C([Li])CCC. Product: [Br:1][C:2]1[C:11]2[C:10]([CH3:13])([CH3:12])[CH2:9][CH:8]=[C:7]([C:14]([CH3:16])([CH3:15])[CH3:17])[C:6]=2[CH:5]=[C:4](/[C:18](/[CH3:19])=[C:30](/[F:31])\[C:28]([O:27][CH2:26][CH3:25])=[O:29])[C:3]=1[O:21][CH:22]([CH3:23])[CH3:24]. The catalyst class is: 1. (7) Reactant: Br[C:2]1[N:7]=[CH:6][CH:5]=[CH:4][N:3]=1.[C:8]([O:12][C:13]([N:15]1[CH2:20][CH2:19][O:18][CH2:17][C@H:16]1[CH2:21][C:22]1[CH:27]=[CH:26][CH:25]=[C:24](B2OC(C)(C)C(C)(C)O2)[CH:23]=1)=[O:14])([CH3:11])([CH3:10])[CH3:9].CCO.C([O-])([O-])=O.[Na+].[Na+]. Product: [C:8]([O:12][C:13]([N:15]1[CH2:20][CH2:19][O:18][CH2:17][C@H:16]1[CH2:21][C:22]1[CH:23]=[CH:24][CH:25]=[C:26]([C:2]2[N:7]=[CH:6][CH:5]=[CH:4][N:3]=2)[CH:27]=1)=[O:14])([CH3:11])([CH3:9])[CH3:10]. The catalyst class is: 12. (8) Reactant: [N+:1]([C:4]1[CH:12]=[CH:11][CH:10]=[C:9]2[C:5]=1[CH2:6][NH:7][C:8]2=[O:13])([O-])=O.C([O-])=O.[NH4+]. Product: [NH2:1][C:4]1[CH:12]=[CH:11][CH:10]=[C:9]2[C:5]=1[CH2:6][NH:7][C:8]2=[O:13]. The catalyst class is: 19. (9) Reactant: [CH:1]1([N:6]2[CH2:11][CH2:10][CH:9]([O:12][C:13]3[CH:18]=[CH:17][C:16]([N+:19]([O-])=O)=[CH:15][CH:14]=3)[CH2:8][CH2:7]2)[CH2:5][CH2:4][CH2:3][CH2:2]1. Product: [CH:1]1([N:6]2[CH2:11][CH2:10][CH:9]([O:12][C:13]3[CH:14]=[CH:15][C:16]([NH2:19])=[CH:17][CH:18]=3)[CH2:8][CH2:7]2)[CH2:2][CH2:3][CH2:4][CH2:5]1. The catalyst class is: 5.